Dataset: Reaction yield outcomes from USPTO patents with 853,638 reactions. Task: Predict the reaction yield, written as a fraction of the theoretical maximum amount of product (1.0 means a 100% yield; for example, 0.34 means a 34% yield). The reactants are [N+:1]([C:4]1[CH:5]=[C:6]([OH:13])[CH:7]=[CH:8][C:9]=1[N+:10]([O-:12])=[O:11])([O-:3])=[O:2].[F:14][C:15]1[CH:22]=[CH:21][C:18]([CH2:19]Cl)=[CH:17][CH:16]=1.C(=O)([O-])[O-].[K+].[K+]. The catalyst is CN(C)C=O. The product is [F:14][C:15]1[CH:22]=[CH:21][C:18]([CH2:19][O:13][C:6]2[CH:7]=[CH:8][C:9]([N+:10]([O-:12])=[O:11])=[C:4]([N+:1]([O-:3])=[O:2])[CH:5]=2)=[CH:17][CH:16]=1. The yield is 0.760.